Regression. Given two drug SMILES strings and cell line genomic features, predict the synergy score measuring deviation from expected non-interaction effect. From a dataset of NCI-60 drug combinations with 297,098 pairs across 59 cell lines. (1) Drug 1: CC(C)CN1C=NC2=C1C3=CC=CC=C3N=C2N. Cell line: UACC-257. Synergy scores: CSS=51.8, Synergy_ZIP=1.42, Synergy_Bliss=3.15, Synergy_Loewe=-18.3, Synergy_HSA=3.90. Drug 2: CC1C(C(CC(O1)OC2CC(CC3=C2C(=C4C(=C3O)C(=O)C5=CC=CC=C5C4=O)O)(C(=O)C)O)N)O. (2) Drug 1: CN(C)N=NC1=C(NC=N1)C(=O)N. Drug 2: C1C(C(OC1N2C=NC3=C(N=C(N=C32)Cl)N)CO)O. Cell line: HCT-15. Synergy scores: CSS=1.32, Synergy_ZIP=-4.21, Synergy_Bliss=-2.52, Synergy_Loewe=-11.1, Synergy_HSA=-3.89. (3) Drug 1: C1=NC2=C(N1)C(=S)N=C(N2)N. Drug 2: CCCS(=O)(=O)NC1=C(C(=C(C=C1)F)C(=O)C2=CNC3=C2C=C(C=N3)C4=CC=C(C=C4)Cl)F. Cell line: SK-MEL-28. Synergy scores: CSS=31.7, Synergy_ZIP=-3.01, Synergy_Bliss=-0.835, Synergy_Loewe=-16.2, Synergy_HSA=0.592. (4) Synergy scores: CSS=47.3, Synergy_ZIP=-6.37, Synergy_Bliss=-3.98, Synergy_Loewe=-30.4, Synergy_HSA=-4.13. Cell line: OVCAR-8. Drug 2: C1CCC(CC1)NC(=O)N(CCCl)N=O. Drug 1: CCC1=CC2CC(C3=C(CN(C2)C1)C4=CC=CC=C4N3)(C5=C(C=C6C(=C5)C78CCN9C7C(C=CC9)(C(C(C8N6C)(C(=O)OC)O)OC(=O)C)CC)OC)C(=O)OC.C(C(C(=O)O)O)(C(=O)O)O. (5) Drug 1: CN1C2=C(C=C(C=C2)N(CCCl)CCCl)N=C1CCCC(=O)O.Cl. Drug 2: CC(C)NC(=O)C1=CC=C(C=C1)CNNC.Cl. Cell line: OVCAR-8. Synergy scores: CSS=-0.281, Synergy_ZIP=-1.13, Synergy_Bliss=-1.64, Synergy_Loewe=-1.03, Synergy_HSA=-1.51. (6) Drug 1: CC(CN1CC(=O)NC(=O)C1)N2CC(=O)NC(=O)C2. Drug 2: CCC1(CC2CC(C3=C(CCN(C2)C1)C4=CC=CC=C4N3)(C5=C(C=C6C(=C5)C78CCN9C7C(C=CC9)(C(C(C8N6C)(C(=O)OC)O)OC(=O)C)CC)OC)C(=O)OC)O.OS(=O)(=O)O. Cell line: UACC62. Synergy scores: CSS=26.2, Synergy_ZIP=-5.85, Synergy_Bliss=-2.96, Synergy_Loewe=-3.54, Synergy_HSA=-0.571.